Dataset: Full USPTO retrosynthesis dataset with 1.9M reactions from patents (1976-2016). Task: Predict the reactants needed to synthesize the given product. (1) Given the product [O:26]1[CH2:27][CH2:28][CH2:29][CH2:30][CH:25]1[O:24][CH2:23][CH2:22][N:2]1[CH:3]=[C:4]([B:6]2[O:7][C:8]([CH3:9])([CH3:10])[C:11]([CH3:13])([CH3:12])[O:14]2)[CH:5]=[N:1]1, predict the reactants needed to synthesize it. The reactants are: [NH:1]1[CH:5]=[C:4]([B:6]2[O:14][C:11]([CH3:13])([CH3:12])[C:8]([CH3:10])([CH3:9])[O:7]2)[CH:3]=[N:2]1.C(=O)([O-])[O-].[Cs+].[Cs+].Br[CH2:22][CH2:23][O:24][CH:25]1[CH2:30][CH2:29][CH2:28][CH2:27][O:26]1. (2) The reactants are: [Br:1][C:2]1[CH:3]=[C:4]([CH:8]=O)[CH:5]=[N:6][CH:7]=1.[F:10][C:11]1([F:16])[CH2:15][CH2:14][NH:13][CH2:12]1.C(O[BH-](OC(=O)C)OC(=O)C)(=O)C.[Na+]. Given the product [Br:1][C:2]1[CH:7]=[N:6][CH:5]=[C:4]([CH2:8][N:13]2[CH2:14][CH2:15][C:11]([F:16])([F:10])[CH2:12]2)[CH:3]=1, predict the reactants needed to synthesize it. (3) Given the product [C:21]([O:25][C:26](=[O:32])[NH:27][C:28]1[N:30]([CH3:31])[C:3](=[O:20])[C:4]([CH3:18])([CH3:19])[C@:5]([C:7]2[CH:12]=[C:11]([N+:13]([O-:15])=[O:14])[CH:10]=[CH:9][C:8]=2[F:16])([CH3:6])[N:17]=1)([CH3:24])([CH3:23])[CH3:22], predict the reactants needed to synthesize it. The reactants are: CO[C:3](=[O:20])[C:4]([CH3:19])([CH3:18])[C@:5]([NH2:17])([C:7]1[CH:12]=[C:11]([N+:13]([O-:15])=[O:14])[CH:10]=[CH:9][C:8]=1[F:16])[CH3:6].[C:21]([O:25][C:26](=[O:32])[NH:27][C:28]([NH:30][CH3:31])=S)([CH3:24])([CH3:23])[CH3:22]. (4) Given the product [C:9]1([C:12]2[CH:13]=[CH:14][CH:15]=[CH:16][CH:17]=2)[CH:10]=[CH:11][C:6]([CH:5]=[CH:4][C:3]([OH:18])=[O:2])=[CH:7][CH:8]=1, predict the reactants needed to synthesize it. The reactants are: C[O:2][C:3](=[O:18])[CH:4]=[CH:5][C:6]1[CH:11]=[CH:10][C:9]([C:12]2[CH:17]=[CH:16][CH:15]=[CH:14][CH:13]=2)=[CH:8][CH:7]=1.[OH-].[K+]. (5) Given the product [Cl:28][C:22]1[CH:23]=[C:24]([Cl:27])[CH:25]=[CH:26][C:21]=1[C:16]1[CH:17]=[C:18]2[C:13](=[CH:14][CH:15]=1)[CH2:12][C@H:11]1[C@@H:19]2[CH2:20][NH:8][CH2:9][CH2:10]1, predict the reactants needed to synthesize it. The reactants are: C(OC([N:8]1[CH2:20][C@H:19]2[C@H:11]([CH2:12][C:13]3[C:18]2=[CH:17][C:16]([C:21]2[CH:26]=[CH:25][C:24]([Cl:27])=[CH:23][C:22]=2[Cl:28])=[CH:15][CH:14]=3)[CH2:10][CH2:9]1)=O)(C)(C)C.FC(F)(F)C(O)=O. (6) Given the product [ClH:7].[Br:1][C:2]1[N:6]=[C:5]([C:24]2[CH2:25][C@H:26]3[CH2:21][NH:34][CH2:33][C@H:22]3[CH:23]=2)[S:4][N:3]=1, predict the reactants needed to synthesize it. The reactants are: [Br:1][C:2]1[N:6]=[C:5]([Cl:7])[S:4][N:3]=1.[C:21]1([As]([C:21]2[CH:26]=[CH:25][CH:24]=[CH:23][CH:22]=2)[C:21]2[CH:26]=[CH:25][CH:24]=[CH:23][CH:22]=2)[CH:26]=[CH:25][CH:24]=[CH:23][CH:22]=1.Cl.C(OCC)C.[CH3:33][N:34]1CCCC1=O.